Dataset: NCI-60 drug combinations with 297,098 pairs across 59 cell lines. Task: Regression. Given two drug SMILES strings and cell line genomic features, predict the synergy score measuring deviation from expected non-interaction effect. (1) Drug 1: CCCS(=O)(=O)NC1=C(C(=C(C=C1)F)C(=O)C2=CNC3=C2C=C(C=N3)C4=CC=C(C=C4)Cl)F. Drug 2: C1=NC(=NC(=O)N1C2C(C(C(O2)CO)O)O)N. Cell line: SR. Synergy scores: CSS=31.9, Synergy_ZIP=-3.03, Synergy_Bliss=4.69, Synergy_Loewe=3.01, Synergy_HSA=7.69. (2) Drug 1: CC1=C(C(CCC1)(C)C)C=CC(=CC=CC(=CC(=O)O)C)C. Drug 2: CCCCC(=O)OCC(=O)C1(CC(C2=C(C1)C(=C3C(=C2O)C(=O)C4=C(C3=O)C=CC=C4OC)O)OC5CC(C(C(O5)C)O)NC(=O)C(F)(F)F)O. Cell line: SNB-19. Synergy scores: CSS=45.3, Synergy_ZIP=2.11, Synergy_Bliss=2.68, Synergy_Loewe=-7.50, Synergy_HSA=2.31.